From a dataset of Reaction yield outcomes from USPTO patents with 853,638 reactions. Predict the reaction yield, written as a fraction of the theoretical maximum amount of product (1.0 means a 100% yield; for example, 0.34 means a 34% yield). (1) The reactants are [CH2:1]([C:4]([CH2:35][CH:36]=C)([CH:8]([CH2:31][CH:32]([CH3:34])[CH3:33])[C:9]([NH:11][CH:12]1[C:18](=[O:19])[N:17]([CH3:20])[C:16]2[CH:21]=[CH:22][CH:23]=[CH:24][C:15]=2[C:14]([C:25]2[CH:30]=[CH:29][CH:28]=[CH:27][CH:26]=2)=[N:13]1)=[O:10])[C:5]([NH2:7])=[O:6])[CH:2]=C.C. The catalyst is C1(C)C=CC=CC=1.C(Cl)Cl.Cl[Ru](=CC1C=CC=CC=1)([P](C1CCCCC1)(C1CCCCC1)C1CCCCC1)([P](C1CCCCC1)(C1CCCCC1)C1CCCCC1)Cl.C=CC1C=CC=CC=1.C1C=CC(P(C2C=CC=CC=2)C2C=CC=CC=2)=CC=1.C1C=CC(P(C2C=CC=CC=2)C2C=CC=CC=2)=CC=1.Cl[Ru]Cl. The product is [CH3:34][CH:32]([CH3:33])[CH2:31][C@H:8]([C:4]1([C:5]([NH2:7])=[O:6])[CH2:35][CH:36]=[CH:2][CH2:1]1)[C:9](=[O:10])[NH:11][CH:12]1[N:13]=[C:14]([C:25]2[CH:30]=[CH:29][CH:28]=[CH:27][CH:26]=2)[C:15]2[CH:24]=[CH:23][CH:22]=[CH:21][C:16]=2[N:17]([CH3:20])[C:18]1=[O:19]. The yield is 0.460. (2) The reactants are [CH:1]([NH2:4])([CH3:3])[CH3:2].F[C:6]1[CH:15]=[CH:14][C:13]([N+:16]([O-:18])=[O:17])=[CH:12][C:7]=1[C:8]([O:10][CH3:11])=[O:9].O. The catalyst is C(#N)C. The product is [CH:1]([NH:4][C:6]1[CH:15]=[CH:14][C:13]([N+:16]([O-:18])=[O:17])=[CH:12][C:7]=1[C:8]([O:10][CH3:11])=[O:9])([CH3:3])[CH3:2]. The yield is 0.960. (3) The reactants are [CH2:1]([O:3][C:4]1[CH:9]=[CH:8][CH:7]=[CH:6][C:5]=1[C:10]1[CH:15]=[CH:14][C:13]([NH2:16])=[CH:12][C:11]=1[N+:17]([O-:19])=[O:18])[CH3:2].[CH3:20][C:21]([O:24][C:25](O[C:25]([O:24][C:21]([CH3:23])([CH3:22])[CH3:20])=[O:26])=[O:26])([CH3:23])[CH3:22]. No catalyst specified. The product is [C:21]([O:24][C:25](=[O:26])[NH:16][C:13]1[CH:14]=[CH:15][C:10]([C:5]2[CH:6]=[CH:7][CH:8]=[CH:9][C:4]=2[O:3][CH2:1][CH3:2])=[C:11]([N+:17]([O-:19])=[O:18])[CH:12]=1)([CH3:23])([CH3:22])[CH3:20]. The yield is 0.830. (4) The reactants are [F:1][C:2]1[C:3]([NH:18][C:19]2[CH:24]=[CH:23][C:22]([CH2:25][CH2:26][CH2:27]I)=[CH:21][C:20]=2[F:29])=[C:4]([CH:14]=[CH:15][C:16]=1[F:17])[C:5]([NH:7][O:8][CH2:9][CH2:10][O:11]C=C)=[O:6].[CH3:30][NH2:31]. No catalyst specified. The product is [F:1][C:2]1[C:3]([NH:18][C:19]2[CH:24]=[CH:23][C:22]([CH2:25][CH2:26][CH2:27][NH:31][CH3:30])=[CH:21][C:20]=2[F:29])=[C:4]([CH:14]=[CH:15][C:16]=1[F:17])[C:5]([NH:7][O:8][CH2:9][CH2:10][OH:11])=[O:6]. The yield is 0.320. (5) The reactants are [NH:1]1[C:9]2[C:4](=[CH:5][CH:6]=[CH:7][CH:8]=2)[C:3]([S:10][CH2:11][C:12]([O:14]C)=[O:13])=[CH:2]1. The catalyst is O1CCCC1.[Li+].[OH-].ClCCl. The product is [NH:1]1[C:9]2[C:4](=[CH:5][CH:6]=[CH:7][CH:8]=2)[C:3]([S:10][CH2:11][C:12]([OH:14])=[O:13])=[CH:2]1. The yield is 0.380. (6) The reactants are ClCCl.I[C:5]1[CH:6]=[C:7]2[C:11](=[CH:12][CH:13]=1)[N:10]([CH2:14][O:15][CH2:16][CH2:17][Si:18]([CH3:21])([CH3:20])[CH3:19])[N:9]=[CH:8]2.[N:22]1[CH:27]=[CH:26][CH:25]=[C:24](B(O)O)[CH:23]=1.C([O-])([O-])=O.[Cs+].[Cs+]. The catalyst is COCCOC.O.C1C=CC(P(C2C=CC=CC=2)[C-]2C=CC=C2)=CC=1.C1C=CC(P(C2C=CC=CC=2)[C-]2C=CC=C2)=CC=1.Cl[Pd]Cl.[Fe+2]. The product is [N:22]1[CH:27]=[CH:26][CH:25]=[C:24]([C:5]2[CH:6]=[C:7]3[C:11](=[CH:12][CH:13]=2)[N:10]([CH2:14][O:15][CH2:16][CH2:17][Si:18]([CH3:21])([CH3:20])[CH3:19])[N:9]=[CH:8]3)[CH:23]=1. The yield is 0.530. (7) The reactants are [F:1][C:2]([F:26])([F:25])[C:3]1[CH:4]=[C:5]([CH:9]([C:11]2[CH:12]=[N:13][C:14]3[N:15]([N:17]=[CH:18][C:19]=3[C:20]([O:22]CC)=[O:21])[CH:16]=2)[CH3:10])[CH:6]=[CH:7][CH:8]=1.[OH-].[K+]. The catalyst is CCO. The product is [F:25][C:2]([F:1])([F:26])[C:3]1[CH:4]=[C:5]([CH:9]([C:11]2[CH:12]=[N:13][C:14]3[N:15]([N:17]=[CH:18][C:19]=3[C:20]([OH:22])=[O:21])[CH:16]=2)[CH3:10])[CH:6]=[CH:7][CH:8]=1. The yield is 0.900. (8) The reactants are [CH2:1]([O:8][CH2:9][N:10]1[C:15](=[O:16])[C:14]([Br:17])=[N:13][N:12]([CH2:18][C:19](F)(F)[C:20]2[CH:25]=[CH:24][CH:23]=[CH:22][CH:21]=2)[C:11]1=[O:28])[C:2]1[CH:7]=[CH:6][CH:5]=[CH:4][CH:3]=1.[CH:29]1C2C(=C(CO)C=CC=2)C=[CH:31][N:30]=1. No catalyst specified. The product is [CH2:1]([O:8][CH2:9][N:10]1[C:15](=[O:16])[C:14]([Br:17])=[N:13][N:12]([CH2:18][C:19]2[CH:24]=[CH:23][CH:22]=[C:21]3[C:20]=2[CH:25]=[CH:29][N:30]=[CH:31]3)[C:11]1=[O:28])[C:2]1[CH:7]=[CH:6][CH:5]=[CH:4][CH:3]=1. The yield is 0.750. (9) The reactants are [CH2:1]([O:8][C:9]1[CH:10]=[C:11]2[C:16](=[CH:17][CH:18]=1)[C:15](=[O:19])[N:14]([CH2:20][CH:21]([CH3:23])[CH3:22])[C:13]([C:24](O)=[O:25])=[C:12]2[C:27]1[CH:32]=[CH:31][C:30]([CH3:33])=[CH:29][CH:28]=1)[C:2]1[CH:7]=[CH:6][CH:5]=[CH:4][CH:3]=1.C(Cl)(=O)C(Cl)=O.[BH4-].[Na+].Cl. The catalyst is O1CCCC1.CN(C)C=O.COCCOC. The product is [CH2:1]([O:8][C:9]1[CH:10]=[C:11]2[C:16](=[CH:17][CH:18]=1)[C:15](=[O:19])[N:14]([CH2:20][CH:21]([CH3:22])[CH3:23])[C:13]([CH2:24][OH:25])=[C:12]2[C:27]1[CH:28]=[CH:29][C:30]([CH3:33])=[CH:31][CH:32]=1)[C:2]1[CH:3]=[CH:4][CH:5]=[CH:6][CH:7]=1. The yield is 0.795.